From a dataset of NCI-60 drug combinations with 297,098 pairs across 59 cell lines. Regression. Given two drug SMILES strings and cell line genomic features, predict the synergy score measuring deviation from expected non-interaction effect. Drug 1: COC1=NC(=NC2=C1N=CN2C3C(C(C(O3)CO)O)O)N. Drug 2: CC12CCC3C(C1CCC2O)C(CC4=C3C=CC(=C4)O)CCCCCCCCCS(=O)CCCC(C(F)(F)F)(F)F. Cell line: UACC62. Synergy scores: CSS=37.7, Synergy_ZIP=0.759, Synergy_Bliss=1.29, Synergy_Loewe=-5.19, Synergy_HSA=0.681.